Dataset: Forward reaction prediction with 1.9M reactions from USPTO patents (1976-2016). Task: Predict the product of the given reaction. (1) Given the reactants [F:1][C:2]1[CH:3]=[CH:4][C:5]([N:8]2[CH:12]=[CH:11][C:10](/[CH:13]=[C:14](/[N+:16]([O-])=O)\[CH3:15])=[N:9]2)=[N:6][CH:7]=1.[O-]S([O-])(=O)=O.[Na+].[Na+], predict the reaction product. The product is: [F:1][C:2]1[CH:3]=[CH:4][C:5]([N:8]2[CH:12]=[CH:11][C:10]([CH2:13][CH:14]([NH2:16])[CH3:15])=[N:9]2)=[N:6][CH:7]=1. (2) Given the reactants C(N1C=CN=C1)(N1C=CN=C1)=O.[S:13]1[N:17]=[CH:16][C:15]([C:18](O)=O)=[N:14]1.[F:21][C:22]1[CH:27]=[CH:26][C:25]([C:28]([C:33]2[CH:34]=[N:35][C:36]([F:39])=[CH:37][CH:38]=2)([NH2:32])[C@@H:29]([NH2:31])[CH3:30])=[CH:24][CH:23]=1.[Yb], predict the reaction product. The product is: [F:21][C:22]1[CH:23]=[CH:24][C:25]([C:28]2([C:33]3[CH:34]=[N:35][C:36]([F:39])=[CH:37][CH:38]=3)[C@H:29]([CH3:30])[NH:31][C:18]([C:15]3[CH:16]=[N:17][S:13][N:14]=3)=[N:32]2)=[CH:26][CH:27]=1. (3) Given the reactants [CH3:1][N:2]([CH3:34])[C:3]([C:5]1[CH:6]=[C:7]([CH2:30][C:31]([OH:33])=[O:32])[CH:8]=[CH:9][C:10]=1[NH:11][C:12]([C:14]1[CH:19]=[CH:18][CH:17]=[CH:16][C:15]=1[C:20]1[CH:25]=[CH:24][C:23]([O:26][CH:27]([CH3:29])[CH3:28])=[CH:22][CH:21]=1)=[O:13])=[O:4].O[CH2:36][C@@:37]1([C:48]([O:50][CH2:51][CH3:52])=[O:49])[C:45]2[C:40](=[CH:41][CH:42]=[CH:43][CH:44]=2)[C:39](=[O:46])[N:38]1[CH3:47].C(N=C=NCCCN(C)C)C.Cl, predict the reaction product. The product is: [CH3:34][N:2]([CH3:1])[C:3]([C:5]1[CH:6]=[C:7]([CH2:30][C:31]([O:33][CH2:36][C@@:37]2([C:48]([O:50][CH2:51][CH3:52])=[O:49])[C:45]3[C:40](=[CH:41][CH:42]=[CH:43][CH:44]=3)[C:39](=[O:46])[N:38]2[CH3:47])=[O:32])[CH:8]=[CH:9][C:10]=1[NH:11][C:12]([C:14]1[CH:19]=[CH:18][CH:17]=[CH:16][C:15]=1[C:20]1[CH:21]=[CH:22][C:23]([O:26][CH:27]([CH3:28])[CH3:29])=[CH:24][CH:25]=1)=[O:13])=[O:4]. (4) Given the reactants [CH:1]([Si:4]([CH:38]([CH3:40])[CH3:39])([CH:35]([CH3:37])[CH3:36])[O:5][CH2:6][CH2:7][CH:8]1[CH2:13][CH2:12][N:11]([C:14]2[N:18]3[CH:19]=[C:20]([O:23][C@H:24]4[C:33]5[C:28](=[CH:29][CH:30]=[CH:31][CH:32]=5)[C@@H:27]([NH2:34])[CH2:26][CH2:25]4)[CH:21]=[CH:22][C:17]3=[N:16][N:15]=2)[CH2:10][CH2:9]1)([CH3:3])[CH3:2].ClC(Cl)(Cl)C[O:44][C:45](=O)[NH:46][C:47]1[N:48]([C:56]2[CH:61]=[CH:60][C:59]([CH3:62])=[CH:58][CH:57]=2)[N:49]=[C:50]([C:52]([CH3:55])([CH3:54])[CH3:53])[CH:51]=1.CCN(C(C)C)C(C)C, predict the reaction product. The product is: [C:52]([C:50]1[CH:51]=[C:47]([NH:46][C:45]([NH:34][C@@H:27]2[C:28]3[C:33](=[CH:32][CH:31]=[CH:30][CH:29]=3)[C@H:24]([O:23][C:20]3[CH:21]=[CH:22][C:17]4[N:18]([C:14]([N:11]5[CH2:10][CH2:9][CH:8]([CH2:7][CH2:6][O:5][Si:4]([CH:35]([CH3:37])[CH3:36])([CH:1]([CH3:2])[CH3:3])[CH:38]([CH3:40])[CH3:39])[CH2:13][CH2:12]5)=[N:15][N:16]=4)[CH:19]=3)[CH2:25][CH2:26]2)=[O:44])[N:48]([C:56]2[CH:61]=[CH:60][C:59]([CH3:62])=[CH:58][CH:57]=2)[N:49]=1)([CH3:55])([CH3:53])[CH3:54]. (5) Given the reactants [C:1]([O:5][C:6]([N:8]1[CH2:13][CH2:12][CH:11]([C:14]2[C:19]([NH2:20])=[CH:18][C:17]([Cl:21])=[C:16](Br)[N:15]=2)[CH2:10][CH2:9]1)=[O:7])([CH3:4])([CH3:3])[CH3:2].BrN1[C:28](=O)[CH2:27][CH2:26]C1=O.C1(B(O)O)CC1.C(=O)([O-])[O-].[K+].[K+], predict the reaction product. The product is: [C:1]([O:5][C:6]([N:8]1[CH2:13][CH2:12][CH:11]([C:14]2[C:19]([NH2:20])=[CH:18][C:17]([Cl:21])=[C:16]([CH:26]3[CH2:27][CH2:28]3)[N:15]=2)[CH2:10][CH2:9]1)=[O:7])([CH3:4])([CH3:3])[CH3:2].